Dataset: hERG potassium channel inhibition data for cardiac toxicity prediction from Karim et al.. Task: Regression/Classification. Given a drug SMILES string, predict its toxicity properties. Task type varies by dataset: regression for continuous values (e.g., LD50, hERG inhibition percentage) or binary classification for toxic/non-toxic outcomes (e.g., AMES mutagenicity, cardiotoxicity, hepatotoxicity). Dataset: herg_karim. (1) The molecule is O=c1nc(NC2CCN(Cc3ccc4ccccc4c3)CC2)c2cc(Cl)ccc2n1CC(F)(F)F. The result is 1 (blocker). (2) The compound is Cc1ccc2c(N3CCN(CCc4cccc5c4ccc(=O)n5C)[C@H](C)C3)cc(F)cc2n1. The result is 1 (blocker). (3) The drug is COc1ccccc1-c1cc2c(N[C@@H]3CC[C@](C)(N)C3(C)C)c(C(N)=O)cnn2c1. The result is 1 (blocker). (4) The molecule is CN1CC2CC1CN2c1ccc(-c2ccc3occc3c2)cn1. The result is 1 (blocker). (5) The molecule is COc1cc(-c2cn(CC(=O)N(CC(F)(F)F)c3ccc4c(c3)OC(F)(F)O4)nn2)ccc1-n1cnc(C)c1. The result is 1 (blocker). (6) The molecule is CC(C)=CCn1c(N2CCCC(N)C2)c(C#N)c2c1c(=O)n(Cc1ncccc1C#N)c(=O)n2C. The result is 0 (non-blocker). (7) The compound is Cc1ccc2c(N3CCN(CCc4ccc5c(c4)N(C)C(=O)CO5)CC3)cccc2n1. The result is 1 (blocker). (8) The drug is O=C(CNC(=O)c1cccc(C(F)(F)F)c1)NC1CCN(CCN2CCN(C(=O)c3ccccc3)CC2)C1. The result is 0 (non-blocker). (9) The molecule is O=C1CC(Cc2ccccc2)CCN1CC(O)c1ccc(O)cc1. The result is 0 (non-blocker). (10) The drug is Cc1cccc(C)c1OCC(=O)NC(Cc1ccccc1)C(O)CC(Cc1ccccc1)NC(=O)C(C(C)C)N1CCCNC1=O. The result is 1 (blocker).